Dataset: Full USPTO retrosynthesis dataset with 1.9M reactions from patents (1976-2016). Task: Predict the reactants needed to synthesize the given product. (1) Given the product [CH:2]1([O:16][C:15]2[CH:17]=[CH:18][C:10]([CH:9]=[O:8])=[CH:11][C:12]=2[O:13][CH3:14])[CH2:7][CH2:6][CH2:5][CH2:4][CH2:3]1, predict the reactants needed to synthesize it. The reactants are: Br[CH:2]1[CH2:7][CH2:6][CH2:5][CH2:4][CH2:3]1.[O:8]=[CH:9][C:10]1[CH:18]=[CH:17][C:15]([OH:16])=[C:12]([O:13][CH3:14])[CH:11]=1.C(=O)([O-])[O-].[K+].[K+].[I-].[Na+]. (2) Given the product [CH3:33][C:26]1[NH:25][C:16]([CH3:15])=[C:18]([C:19](=[O:20])[C:21]([F:24])([F:23])[F:22])[CH:13]([C:5]2[CH:6]=[CH:7][CH:8]=[C:9]3[C:4]=2[O:3][C:2]([CH3:1])=[CH:11][C:10]3=[O:12])[C:27]=1[C:28]([O:30][CH2:31][CH3:32])=[O:29], predict the reactants needed to synthesize it. The reactants are: [CH3:1][C:2]1[O:3][C:4]2[C:9]([C:10](=[O:12])[CH:11]=1)=[CH:8][CH:7]=[CH:6][C:5]=2[CH:13]=O.[CH3:15][C:16]([CH2:18][C:19]([C:21]([F:24])([F:23])[F:22])=[O:20])=O.[NH2:25]/[C:26](/[CH3:33])=[CH:27]\[C:28]([O:30][CH2:31][CH3:32])=[O:29].C(O)(=O)C.